Dataset: Full USPTO retrosynthesis dataset with 1.9M reactions from patents (1976-2016). Task: Predict the reactants needed to synthesize the given product. (1) Given the product [Cl:2][C:3]1[CH:4]=[CH:5][C:6]([CH2:7][C:8]2[N:9]=[C:10]([C:16]3[CH:21]=[CH:20][N:19]=[CH:18][CH:17]=3)[S:11][C:12]=2[C:13]2[NH:14][CH:31]=[C:32]([CH2:33][NH2:34])[N:15]=2)=[CH:22][CH:23]=1, predict the reactants needed to synthesize it. The reactants are: Cl.[Cl:2][C:3]1[CH:23]=[CH:22][C:6]([CH2:7][C:8]2[N:9]=[C:10]([C:16]3[CH:21]=[CH:20][N:19]=[CH:18][CH:17]=3)[S:11][C:12]=2[C:13](=[NH:15])[NH2:14])=[CH:5][CH:4]=1.C(=O)([O-])[O-].[Na+].[Na+].Br[CH2:31][C:32](=O)[CH2:33][N:34]1C(=O)C2C(=CC=CC=2)C1=O. (2) Given the product [F:14][C:13]1[CH:12]=[C:11]2[C:7]([CH2:8][C:9](=[O:15])[NH:10]2)=[CH:6][C:5]=1[C:22]([O:23][CH3:17])=[O:25], predict the reactants needed to synthesize it. The reactants are: ClCC([C:5]1[CH:6]=[C:7]2[C:11](=[CH:12][C:13]=1[F:14])[NH:10][C:9](=[O:15])[CH2:8]2)=O.N1C=CC=C[CH:17]=1.[C:22](=[O:25])([O-])[O-:23].[K+].[K+].Cl.O1CCOCC1. (3) Given the product [CH3:29][O:28][C:24]1[N:23]=[C:22]([N:10]2[CH2:15][CH2:14][CH:13]([C:16]([O:18][CH2:19][CH3:20])=[O:17])[CH2:12][CH2:11]2)[CH:27]=[CH:26][CH:25]=1, predict the reactants needed to synthesize it. The reactants are: C(N(C(C)C)CC)(C)C.[NH:10]1[CH2:15][CH2:14][CH:13]([C:16]([O:18][CH2:19][CH3:20])=[O:17])[CH2:12][CH2:11]1.Cl[C:22]1[CH:27]=[CH:26][CH:25]=[C:24]([O:28][CH3:29])[N:23]=1.O. (4) Given the product [F:23][C:24]1[CH:25]=[C:26]([NH:43][C:44]([NH:46][C:47](=[O:56])[CH2:48][C:49]2[CH:50]=[CH:51][C:52]([F:55])=[CH:53][CH:54]=2)=[S:45])[CH:27]=[CH:28][C:29]=1[OH:30], predict the reactants needed to synthesize it. The reactants are: NC1C=CC(O)=C(F)C=1.FC1C=CC(CC(SC#N)=O)=CC=1.[F:23][C:24]1[CH:25]=[C:26]([NH:43][C:44]([NH:46][C:47](=[O:56])[CH2:48][C:49]2[CH:54]=[CH:53][C:52]([F:55])=[CH:51][CH:50]=2)=[S:45])[CH:27]=[CH:28][C:29]=1[O:30]C1C2=C(C)C(OC)=CN2N=CN=1.CCOC(C)=O. (5) Given the product [CH:1]([C:3]1[CH:8]=[CH:7][CH:6]=[CH:5][N:4]=1)=[CH2:2].[OH:9][CH2:1][C:3]1[CH:8]=[CH:7][CH:6]=[CH:5][N:4]=1, predict the reactants needed to synthesize it. The reactants are: [CH:1]([C:3]1[CH:8]=[CH:7][CH:6]=[CH:5][N:4]=1)=[CH2:2].[O:9]=[O+][O-]. (6) Given the product [Cl:1][C:2]1[CH:7]=[CH:6][C:5]([C:8]2[N:12]([CH2:13][C:14]([OH:16])=[O:15])[C:11](=[O:21])[N:10]([CH2:22][C:23](=[O:36])[NH:24][CH2:25][C:26]3[CH:31]=[CH:30][CH:29]=[C:28]([C:32]([F:34])([F:35])[F:33])[CH:27]=3)[N:9]=2)=[CH:4][CH:3]=1, predict the reactants needed to synthesize it. The reactants are: [Cl:1][C:2]1[CH:7]=[CH:6][C:5]([C:8]2[N:12]([CH2:13][C:14]([O:16]C(C)(C)C)=[O:15])[C:11](=[O:21])[N:10]([CH2:22][C:23](=[O:36])[NH:24][CH2:25][C:26]3[CH:31]=[CH:30][CH:29]=[C:28]([C:32]([F:35])([F:34])[F:33])[CH:27]=3)[N:9]=2)=[CH:4][CH:3]=1.FC(F)(F)C(O)=O.C1(C)C=CC=CC=1. (7) The reactants are: Cl[CH2:2][CH2:3][CH:4]1[CH2:12][CH2:11][CH2:10][C:9]2[N:8]([C:13]3[CH:18]=[CH:17][C:16]([Cl:19])=[C:15]([Cl:20])[CH:14]=3)[N:7]=[CH:6][C:5]1=2.C([O-])([O-])=O.[K+].[K+].[C:27]1([CH:33]2[CH2:38][CH2:37][NH:36][CH2:35][CH2:34]2)[CH:32]=[CH:31][CH:30]=[CH:29][CH:28]=1. Given the product [Cl:20][C:15]1[CH:14]=[C:13]([N:8]2[C:9]3[CH2:10][CH2:11][CH2:12][CH:4]([CH2:3][CH2:2][N:36]4[CH2:37][CH2:38][CH:33]([C:27]5[CH:32]=[CH:31][CH:30]=[CH:29][CH:28]=5)[CH2:34][CH2:35]4)[C:5]=3[CH:6]=[N:7]2)[CH:18]=[CH:17][C:16]=1[Cl:19], predict the reactants needed to synthesize it.